Task: Regression. Given a peptide amino acid sequence and an MHC pseudo amino acid sequence, predict their binding affinity value. This is MHC class II binding data.. Dataset: Peptide-MHC class II binding affinity with 134,281 pairs from IEDB (1) The peptide sequence is AEAVKKFGYELEALA. The MHC is DRB1_0901 with pseudo-sequence DRB1_0901. The binding affinity (normalized) is 0.388. (2) The peptide sequence is LRYRYGLFKQRIAKE. The MHC is HLA-DQA10301-DQB10302 with pseudo-sequence HLA-DQA10301-DQB10302. The binding affinity (normalized) is 0.0981. (3) The binding affinity (normalized) is 0.0261. The MHC is HLA-DQA10102-DQB10602 with pseudo-sequence HLA-DQA10102-DQB10602. The peptide sequence is DKKETVWHLE. (4) The peptide sequence is PCRIPVIVADDLTAA. The MHC is DRB1_1302 with pseudo-sequence DRB1_1302. The binding affinity (normalized) is 0.289. (5) The peptide sequence is AFNVENGNATPQLTK. The MHC is HLA-DQA10301-DQB10302 with pseudo-sequence HLA-DQA10301-DQB10302. The binding affinity (normalized) is 0.262. (6) The peptide sequence is LSPLSNMVSMANNHM. The MHC is HLA-DQA10102-DQB10602 with pseudo-sequence HLA-DQA10102-DQB10602. The binding affinity (normalized) is 0.350. (7) The peptide sequence is YVAWMSATAALAREA. The MHC is HLA-DQA10201-DQB10202 with pseudo-sequence HLA-DQA10201-DQB10202. The binding affinity (normalized) is 0.361.